Task: Predict the product of the given reaction.. Dataset: Forward reaction prediction with 1.9M reactions from USPTO patents (1976-2016) The product is: [C:22]([O:21][C:18]1[CH:17]=[CH:16][C:15]([C:5]2[N:6]=[C:7]([CH2:8][C:9]3[CH:10]=[CH:11][CH:12]=[CH:13][CH:14]=3)[C:2]([NH2:1])=[N:3][CH:4]=2)=[CH:20][CH:19]=1)(=[O:24])[CH3:23]. Given the reactants [NH2:1][C:2]1[C:7]([CH2:8][C:9]2[CH:14]=[CH:13][CH:12]=[CH:11][CH:10]=2)=[N:6][C:5]([C:15]2[CH:20]=[CH:19][C:18]([OH:21])=[CH:17][CH:16]=2)=[CH:4][N:3]=1.[C:22](OC(=O)C)(=[O:24])[CH3:23].C(=O)(O)[O-].[Na+].C(OCC)(=O)C, predict the reaction product.